From a dataset of TCR-epitope binding with 47,182 pairs between 192 epitopes and 23,139 TCRs. Binary Classification. Given a T-cell receptor sequence (or CDR3 region) and an epitope sequence, predict whether binding occurs between them. (1) The epitope is TPGPGVRYPL. The TCR CDR3 sequence is CASSVVGGGAADTQYF. Result: 1 (the TCR binds to the epitope). (2) The epitope is FLNGSCGSV. The TCR CDR3 sequence is CASSSTGVVTDTQYF. Result: 1 (the TCR binds to the epitope). (3) The epitope is TTLPVNVAF. The TCR CDR3 sequence is CASSPFRTGQGYGYTF. Result: 0 (the TCR does not bind to the epitope). (4) The epitope is TVYDPLQPELDSFK. The TCR CDR3 sequence is CASSIYNTDTQYF. Result: 0 (the TCR does not bind to the epitope). (5) The epitope is VTEHDTLLY. The TCR CDR3 sequence is CASSRAGTGGSETQYF. Result: 1 (the TCR binds to the epitope). (6) The epitope is SEVGPEHSLAEY. The TCR CDR3 sequence is CASSWTGWDEQFF. Result: 1 (the TCR binds to the epitope). (7) The epitope is NLVPMVATV. The TCR CDR3 sequence is CASSLTYPGQPTGELFF. Result: 0 (the TCR does not bind to the epitope). (8) The epitope is FLPRVFSAV. The TCR CDR3 sequence is CASGLPYEQYF. Result: 0 (the TCR does not bind to the epitope). (9) The epitope is GLCTLVAML. The TCR CDR3 sequence is CSVSGTDYNEQFF. Result: 1 (the TCR binds to the epitope). (10) The epitope is GTSGSPIINR. The TCR CDR3 sequence is CATSDPMGKLFF. Result: 0 (the TCR does not bind to the epitope).